Dataset: Reaction yield outcomes from USPTO patents with 853,638 reactions. Task: Predict the reaction yield, written as a fraction of the theoretical maximum amount of product (1.0 means a 100% yield; for example, 0.34 means a 34% yield). (1) The reactants are [O:1]=[C:2]1[NH:10]/[C:9](=[N:11]\[N:12]=[CH:13]\[CH2:14][CH2:15][C:16]([OH:18])=[O:17])/[N:8]([CH2:19][CH2:20][CH2:21][CH2:22][CH3:23])[C:7]2[N:6]=[CH:5][NH:4][C:3]1=2. The catalyst is C(O)(=O)C. The product is [O:1]=[C:2]1[N:10]2[C:13]([CH2:14][CH2:15][C:16]([OH:18])=[O:17])=[N:12][N:11]=[C:9]2[N:8]([CH2:19][CH2:20][CH2:21][CH2:22][CH3:23])[C:7]2[N:6]=[CH:5][NH:4][C:3]1=2. The yield is 0.990. (2) The reactants are [Cl:1][C:2]1[CH:7]=[CH:6][C:5]([C:8](=O)[CH2:9][C:10](=O)[C:11]([F:14])([F:13])[F:12])=[CH:4][C:3]=1[CH3:17].[NH2:18][C:19]1[CH:23]=[CH:22][NH:21][N:20]=1. The catalyst is C(O)(=O)C. The product is [Cl:1][C:2]1[CH:7]=[CH:6][C:5]([C:8]2[CH:9]=[C:10]([C:11]([F:14])([F:13])[F:12])[N:20]3[N:21]=[CH:22][CH:23]=[C:19]3[N:18]=2)=[CH:4][C:3]=1[CH3:17]. The yield is 0.980. (3) The reactants are [C:1]1(=[O:10])[C:9]2[C:4](=[CH:5][CH:6]=[CH:7][CH:8]=2)[CH2:3][CH2:2]1.[N+:11]([O-])([O-:13])=[O:12].[K+]. The catalyst is S(=O)(=O)(O)O. The product is [N+:11]([C:7]1[CH:8]=[C:9]2[C:4]([CH2:3][CH2:2][C:1]2=[O:10])=[CH:5][CH:6]=1)([O-:13])=[O:12]. The yield is 0.600. (4) The reactants are [C:1]([C:3](=[C:9]([CH3:11])[CH3:10])[C:4]([O:6][CH2:7][CH3:8])=[O:5])#[N:2].[ClH:12]. The catalyst is CCO.O=[Pt]=O. The product is [ClH:12].[NH2:2][CH2:1][CH:3]([CH:9]([CH3:10])[CH3:11])[C:4]([O:6][CH2:7][CH3:8])=[O:5]. The yield is 1.00. (5) The reactants are [CH:1]1([CH2:4][OH:5])[CH2:3][CH2:2]1.F[C:7]1[CH:8]=[C:9]([CH3:16])[CH:10]=[CH:11][C:12]=1[N+:13]([O-:15])=[O:14].[CH:17]1([CH2:20][O:21][C:22]2[CH:28]=[C:27]([CH3:29])[CH:26]=[CH:25][C:23]=2[NH2:24])[CH2:19][CH2:18]1.[NH2:30][C:31]1[S:32][CH:33]=[CH:34][N:35]=1. No catalyst specified. The product is [CH:1]1([CH2:4][O:5][C:7]2[CH:8]=[C:9]([CH3:16])[CH:10]=[CH:11][C:12]=2[N+:13]([O-:15])=[O:14])[CH2:3][CH2:2]1.[CH:17]1([CH2:20][O:21][C:22]2[CH:28]=[C:27]([CH3:29])[CH:26]=[CH:25][C:23]=2[NH:24][C:4]([NH:30][C:31]2[S:32][CH:33]=[CH:34][N:35]=2)=[O:5])[CH2:18][CH2:19]1. The yield is 0.750. (6) The reactants are [C:1]([N:4]1[C:13]2[C:8](=[CH:9][C:10]([N:14]3[CH2:19][CH2:18][N:17](C(OC(C)(C)C)=O)[CH2:16][CH2:15]3)=[CH:11][CH:12]=2)[C@H:7]([NH:27][C:28]2[N:33]=[CH:32][CH:31]=[CH:30][N:29]=2)[C@@H:6]([CH3:34])[C@@H:5]1[CH3:35])(=[O:3])[CH3:2].C(O)(C(F)(F)F)=O.[Cl:43]CCl. The catalyst is CO.CS(C)=O.CO. The product is [ClH:43].[CH3:35][C@H:5]1[C@H:6]([CH3:34])[C@@H:7]([NH:27][C:28]2[N:33]=[CH:32][CH:31]=[CH:30][N:29]=2)[C:8]2[C:13](=[CH:12][CH:11]=[C:10]([N:14]3[CH2:15][CH2:16][NH:17][CH2:18][CH2:19]3)[CH:9]=2)[N:4]1[C:1](=[O:3])[CH3:2]. The yield is 0.800. (7) The reactants are [C:1]([C:3]1[CH:7]=[CH:6][S:5][C:4]=1[NH:8][C:9](=[O:12])[O:10][CH3:11])#[N:2].[Br:13]Br. The catalyst is C(O)(=O)C. The product is [Br:13][C:6]1[S:5][C:4]([NH:8][C:9](=[O:12])[O:10][CH3:11])=[C:3]([C:1]#[N:2])[CH:7]=1. The yield is 0.890.